This data is from Reaction yield outcomes from USPTO patents with 853,638 reactions. The task is: Predict the reaction yield, written as a fraction of the theoretical maximum amount of product (1.0 means a 100% yield; for example, 0.34 means a 34% yield). (1) The reactants are [NH2:1][NH2:2].O.[CH2:4]([O:6][C:7](=[O:19])[C:8](=O)[CH2:9][C:10](=O)[C:11]1[CH:16]=[CH:15][CH:14]=[CH:13][CH:12]=1)C. The catalyst is CO. The product is [CH3:4][O:6][C:7]([C:8]1[CH:9]=[C:10]([C:11]2[CH:16]=[CH:15][CH:14]=[CH:13][CH:12]=2)[NH:2][N:1]=1)=[O:19]. The yield is 0.773. (2) The reactants are [CH:1]1([N:7]2[CH2:11][CH2:10][CH:9]([CH2:12][C:13]3[C:18]([Cl:19])=[CH:17][C:16]([C:20]4[CH:25]=[CH:24][C:23]([C:26]([N:28]5[CH2:33][CH:32]6[CH2:34][CH:29]5[CH2:30][NH:31]6)=[O:27])=[CH:22][CH:21]=4)=[CH:15][C:14]=3[Cl:35])[C:8]2=[O:36])[CH2:6][CH2:5][CH2:4][CH2:3][CH2:2]1.[CH3:37][C:38]([CH3:40])=O.C([BH3-])#N.[Na+].C(O)(=O)C. The catalyst is CO.C(OCC)(=O)C. The product is [CH:1]1([N:7]2[CH2:11][CH2:10][CH:9]([CH2:12][C:13]3[C:18]([Cl:19])=[CH:17][C:16]([C:20]4[CH:25]=[CH:24][C:23]([C:26]([N:28]5[CH2:33][C@@H:32]6[CH2:34][C@H:29]5[CH2:30][N:31]6[CH:38]([CH3:40])[CH3:37])=[O:27])=[CH:22][CH:21]=4)=[CH:15][C:14]=3[Cl:35])[C:8]2=[O:36])[CH2:2][CH2:3][CH2:4][CH2:5][CH2:6]1. The yield is 0.680. (3) The reactants are [N+:1]([C:4]1[CH:5]=[CH:6][C:7]2[CH2:13][CH2:12][CH:11]([N:14]3[CH2:18][CH2:17][CH2:16][CH2:15]3)[CH2:10][CH2:9][C:8]=2[CH:19]=1)([O-])=O. The catalyst is [Pd].CO. The product is [N:14]1([CH:11]2[CH2:10][CH2:9][C:8]3[CH:19]=[C:4]([NH2:1])[CH:5]=[CH:6][C:7]=3[CH2:13][CH2:12]2)[CH2:18][CH2:17][CH2:16][CH2:15]1. The yield is 1.00. (4) The yield is 0.500. The product is [CH:20]([C:12]1[CH:13]=[C:14]2[C:19](=[C:10]([N:3]3[CH2:9][CH2:8][CH2:7][N:6]([CH2:24][C:25]4[N:26]=[C:27]([C:30]5[CH:31]=[CH:32][CH:33]=[CH:34][CH:35]=5)[S:28][CH:29]=4)[CH2:5][CH2:4]3)[CH:11]=1)[N:18]=[CH:17][CH:16]=[CH:15]2)([CH3:22])[CH3:21]. The catalyst is CN(C=O)C. The reactants are Cl.Cl.[N:3]1([C:10]2[CH:11]=[C:12]([CH:20]([CH3:22])[CH3:21])[CH:13]=[C:14]3[C:19]=2[N:18]=[CH:17][CH:16]=[CH:15]3)[CH2:9][CH2:8][CH2:7][NH:6][CH2:5][CH2:4]1.Cl[CH2:24][C:25]1[N:26]=[C:27]([C:30]2[CH:35]=[CH:34][CH:33]=[CH:32][CH:31]=2)[S:28][CH:29]=1.C([O-])([O-])=O.[Cs+].[Cs+].CCOC(C)=O. (5) The reactants are [Cl:1][C:2]1[C:3]([CH2:24][NH2:25])=[N:4][CH:5]=[C:6](/[CH:8]=[CH:9]/[CH:10]([C:15]2[CH:20]=[C:19]([Cl:21])[C:18]([Cl:22])=[C:17]([Cl:23])[CH:16]=2)[C:11]([F:14])([F:13])[F:12])[CH:7]=1.[F:26][C:27]([F:33])([F:32])[CH2:28][C:29](O)=[O:30].CCN=C=NCCCN(C)C.Cl.C1C=CC2N(O)N=NC=2C=1.O.CCN(C(C)C)C(C)C. The catalyst is C(Cl)Cl. The product is [Cl:1][C:2]1[C:3]([CH2:24][NH:25][C:29](=[O:30])[CH2:28][C:27]([F:33])([F:32])[F:26])=[N:4][CH:5]=[C:6](/[CH:8]=[CH:9]/[CH:10]([C:15]2[CH:20]=[C:19]([Cl:21])[C:18]([Cl:22])=[C:17]([Cl:23])[CH:16]=2)[C:11]([F:14])([F:12])[F:13])[CH:7]=1. The yield is 0.350. (6) The reactants are Br[C:2]1[CH:7]=[CH:6][C:5]([F:8])=[CH:4][C:3]=1[CH3:9].[C:10]([Cu])#[N:11]. The catalyst is CN(C=O)C.O. The product is [F:8][C:5]1[CH:6]=[CH:7][C:2]([C:10]#[N:11])=[C:3]([CH3:9])[CH:4]=1. The yield is 0.600.